Dataset: Peptide-MHC class I binding affinity with 185,985 pairs from IEDB/IMGT. Task: Regression. Given a peptide amino acid sequence and an MHC pseudo amino acid sequence, predict their binding affinity value. This is MHC class I binding data. (1) The peptide sequence is RAFKYPFIK. The MHC is HLA-A03:01 with pseudo-sequence HLA-A03:01. The binding affinity (normalized) is 0.821. (2) The peptide sequence is FTDGVCLFW. The MHC is HLA-A11:01 with pseudo-sequence HLA-A11:01. The binding affinity (normalized) is 0.0847. (3) The peptide sequence is AMISSEATTPV. The MHC is Patr-A0901 with pseudo-sequence Patr-A0901. The binding affinity (normalized) is 0.763. (4) The peptide sequence is RERLSRMAI. The MHC is HLA-B07:02 with pseudo-sequence HLA-B07:02. The binding affinity (normalized) is 0.437. (5) The peptide sequence is FGDSEEPVTY. The MHC is HLA-A29:02 with pseudo-sequence HLA-A29:02. The binding affinity (normalized) is 0.0749. (6) The peptide sequence is EIKAEMQLKI. The MHC is HLA-A02:02 with pseudo-sequence HLA-A02:02. The binding affinity (normalized) is 0.100.